From a dataset of Catalyst prediction with 721,799 reactions and 888 catalyst types from USPTO. Predict which catalyst facilitates the given reaction. (1) Reactant: [Br:1][C:2]1[CH:7]=[C:6](I)[C:5]([Br:9])=[CH:4][C:3]=1I.[S:11]1[C:15](B(O)O)=[CH:14][C:13]2[CH:19]=[CH:20][CH:21]=[CH:22][C:12]1=2.O1[CH2:27][CH2:26][CH2:25][CH2:24]1.C(=O)([O-])[O-].[Na+].[Na+]. Product: [Br:1][C:2]1[CH:7]=[C:6]([C:15]2[S:11][C:12]3[CH:22]=[CH:21][CH:20]=[CH:19][C:13]=3[CH:14]=2)[C:5]([Br:9])=[CH:4][C:3]=1[C:24]1[S:11][C:12]2[CH:13]=[CH:14][CH:15]=[CH:27][C:26]=2[CH:25]=1. The catalyst class is: 6. (2) The catalyst class is: 3. Reactant: C([O:5][C:6](=[O:43])[CH2:7][CH2:8][C@H:9]([NH:13][C:14]([C:16]1[CH:20]=[C:19]([O:21][CH2:22][C:23]([N:25]2[CH2:29][CH2:28][CH2:27][C@H:26]2[C:30](=[O:36])[NH:31][CH:32]2[CH2:35][CH2:34][CH2:33]2)=[O:24])[N:18]([C:37]2[CH:42]=[CH:41][CH:40]=[CH:39][CH:38]=2)[N:17]=1)=[O:15])[C:10](O)=[O:11])(C)(C)C.CCN(C(C)C)C(C)C.CN(C(ON1N=NC2C=CC=NC1=2)=[N+](C)C)C.F[P-](F)(F)(F)(F)F.[CH2:77]([O:79][C:80]([N:82]1[CH2:87][CH2:86][NH:85][C@H:84]([CH3:88])[CH2:83]1)=[O:81])[CH3:78]. Product: [CH2:77]([O:79][C:80]([N:82]1[CH2:87][CH2:86][N:85]([C:10](=[O:11])[C@@H:9]([NH:13][C:14]([C:16]2[CH:20]=[C:19]([O:21][CH2:22][C:23]([N:25]3[CH2:29][CH2:28][CH2:27][C@H:26]3[C:30](=[O:36])[NH:31][CH:32]3[CH2:33][CH2:34][CH2:35]3)=[O:24])[N:18]([C:37]3[CH:38]=[CH:39][CH:40]=[CH:41][CH:42]=3)[N:17]=2)=[O:15])[CH2:8][CH2:7][C:6]([OH:43])=[O:5])[C@H:84]([CH3:88])[CH2:83]1)=[O:81])[CH3:78]. (3) Reactant: [NH2:1][C:2]1[CH:7]=[CH:6][C:5]([N+:8]([O-:10])=[O:9])=[CH:4][C:3]=1[OH:11].[Br:12][C:13]1[CH:21]=[CH:20][C:16]([C:17](Cl)=O)=[CH:15][CH:14]=1.[OH-].[Na+]. Product: [Br:12][C:13]1[CH:21]=[CH:20][C:16]([C:17]2[O:11][C:3]3[CH:4]=[C:5]([N+:8]([O-:10])=[O:9])[CH:6]=[CH:7][C:2]=3[N:1]=2)=[CH:15][CH:14]=1. The catalyst class is: 12. (4) Reactant: [NH:1]1[C:9]2[C:4](=[CH:5][C:6]([NH:10][C:11](=[O:26])[C:12]3[CH:17]=[CH:16][C:15]([CH3:18])=[N:14][C:13]=3[N:19]3[CH2:24][CH2:23][CH:22]([CH3:25])[CH2:21][CH2:20]3)=[CH:7][CH:8]=2)[CH2:3][CH2:2]1.[N:27]1[CH:32]=[CH:31][CH:30]=[CH:29][C:28]=1[CH:33]=O.C(O[BH-](OC(=O)C)OC(=O)C)(=O)C.[Na+].C(=O)([O-])[O-].[K+].[K+]. Product: [CH3:18][C:15]1[CH:16]=[CH:17][C:12]([C:11]([NH:10][C:6]2[CH:5]=[C:4]3[C:9](=[CH:8][CH:7]=2)[N:1]([CH2:33][C:28]2[CH:29]=[CH:30][CH:31]=[CH:32][N:27]=2)[CH2:2][CH2:3]3)=[O:26])=[C:13]([N:19]2[CH2:20][CH2:21][CH:22]([CH3:25])[CH2:23][CH2:24]2)[N:14]=1. The catalyst class is: 146. (5) Reactant: [F:1][C:2]1[CH:7]=[CH:6][CH:5]=[CH:4][C:3]=1[N:8]1[C:16]2[C:11](=[C:12]([N:17]3[CH2:21][CH2:20][N:19]([CH:22]4[CH2:25][N:24](C(OC(C)(C)C)=O)[CH2:23]4)[C:18]3=[O:33])[CH:13]=[CH:14][CH:15]=2)[CH:10]=[N:9]1.FC(F)(F)C(O)=O. Product: [NH:24]1[CH2:23][CH:22]([N:19]2[CH2:20][CH2:21][N:17]([C:12]3[CH:13]=[CH:14][CH:15]=[C:16]4[C:11]=3[CH:10]=[N:9][N:8]4[C:3]3[CH:4]=[CH:5][CH:6]=[CH:7][C:2]=3[F:1])[C:18]2=[O:33])[CH2:25]1. The catalyst class is: 4.